Dataset: Catalyst prediction with 721,799 reactions and 888 catalyst types from USPTO. Task: Predict which catalyst facilitates the given reaction. Product: [Cl:47][C:44]1[S:43][C:42]([C:40]([NH:39][CH2:38][C@@H:36]2[O:35][C:34](=[O:48])[N:33]([C:30]3[CH:31]=[CH:32][C:27]([N:23]4[CH2:24][CH2:25][CH2:26][N:21]([CH2:20][CH2:19][OH:18])[C:22]4=[O:53])=[C:28]([C:49]([F:51])([F:50])[F:52])[CH:29]=3)[CH2:37]2)=[O:41])=[CH:46][CH:45]=1. Reactant: [Si]([O:18][CH2:19][CH2:20][N:21]1[CH2:26][CH2:25][CH2:24][N:23]([C:27]2[CH:32]=[CH:31][C:30]([N:33]3[CH2:37][C@H:36]([CH2:38][NH:39][C:40]([C:42]4[S:43][C:44]([Cl:47])=[CH:45][CH:46]=4)=[O:41])[O:35][C:34]3=[O:48])=[CH:29][C:28]=2[C:49]([F:52])([F:51])[F:50])[C:22]1=[O:53])(C(C)(C)C)(C1C=CC=CC=1)C1C=CC=CC=1.[F-].C([N+](CCCC)(CCCC)CCCC)CCC. The catalyst class is: 1.